From a dataset of Full USPTO retrosynthesis dataset with 1.9M reactions from patents (1976-2016). Predict the reactants needed to synthesize the given product. (1) The reactants are: Cl[C:2]([O:4][CH:5]([CH3:7])[CH3:6])=[O:3].[F:8][C:9]1[CH:14]=[CH:13][CH:12]=[CH:11][C:10]=1[S:15][C:16]1[C:20]2=[N:21][CH:22]=[CH:23][CH:24]=[C:19]2[N:18]([C:25]2[N:30]=[C:29]([NH2:31])[C:28]([NH2:32])=[C:27]([NH2:33])[N:26]=2)[N:17]=1. Given the product [NH2:33][C:27]1[C:28]([NH:32][C:2](=[O:3])[O:4][CH:5]([CH3:7])[CH3:6])=[C:29]([NH2:31])[N:30]=[C:25]([N:18]2[C:19]3[C:20](=[N:21][CH:22]=[CH:23][CH:24]=3)[C:16]([S:15][C:10]3[CH:11]=[CH:12][CH:13]=[CH:14][C:9]=3[F:8])=[N:17]2)[N:26]=1, predict the reactants needed to synthesize it. (2) Given the product [O:10]1[CH2:11][CH2:12][CH2:13][CH2:14][CH:9]1[O:8][CH2:7][CH2:6][CH2:5][CH2:4][CH2:3][CH2:2][CH2:16][CH2:17][CH2:18][CH2:19][CH2:20][CH2:21][CH2:22][CH2:23][CH2:24][CH2:25][C:26]([O:28][CH2:29][CH3:30])=[O:27], predict the reactants needed to synthesize it. The reactants are: I[CH2:2][CH2:3][CH2:4][CH2:5][CH2:6][CH2:7][O:8][CH:9]1[CH2:14][CH2:13][CH2:12][CH2:11][O:10]1.Br[CH2:16][CH2:17][CH2:18][CH2:19][CH2:20][CH2:21][CH2:22][CH2:23][CH2:24][CH2:25][C:26]([O:28][CH2:29][CH3:30])=[O:27].CC([C@@H]1N=C(C2C=CC=C(C3OC[C@H](C(C)C)N=3)N=2)OC1)C. (3) Given the product [Cl:5][C:6]1[CH:7]=[CH:8][C:9]2[O:20][C:21]3[CH:26]=[CH:25][CH:24]=[CH:23][C:22]=3[C:16]3[CH2:15][N:14]([CH3:18])[C:13](=[O:19])[C:12]=3[C:10]=2[CH:11]=1, predict the reactants needed to synthesize it. The reactants are: [Br-].[Al+3].[Br-].[Br-].[Cl:5][C:6]1[CH:7]=[CH:8][C:9]([O:20][C:21]2[CH:26]=[CH:25][CH:24]=[CH:23][CH:22]=2)=[C:10]([CH:12]2[C:16](=O)[CH2:15][N:14]([CH3:18])[C:13]2=[O:19])[CH:11]=1.O.Cl. (4) Given the product [F:1][C:2]1[CH:3]=[CH:4][C:5]([O:39][CH3:40])=[C:6]([C:8]([CH3:37])([CH3:38])[CH2:9][C:10]([OH:36])([C:32]([F:34])([F:35])[F:33])[CH2:11][NH:12][C:13]2[CH:21]=[C:20]([CH3:22])[CH:19]=[C:18]3[C:14]=2[CH:15]=[N:16][N:17]3[C:23]2[CH:24]=[C:25]([C:26]([N:41]3[CH2:48][CH2:47][CH2:46][C@@H:42]3[C:43]([NH2:45])=[O:44])=[O:27])[CH:29]=[CH:30][CH:31]=2)[CH:7]=1, predict the reactants needed to synthesize it. The reactants are: [F:1][C:2]1[CH:3]=[CH:4][C:5]([O:39][CH3:40])=[C:6]([C:8]([CH3:38])([CH3:37])[CH2:9][C:10]([OH:36])([C:32]([F:35])([F:34])[F:33])[CH2:11][NH:12][C:13]2[CH:21]=[C:20]([CH3:22])[CH:19]=[C:18]3[C:14]=2[CH:15]=[N:16][N:17]3[C:23]2[CH:24]=[C:25]([CH:29]=[CH:30][CH:31]=2)[C:26](O)=[O:27])[CH:7]=1.[NH:41]1[CH2:48][CH2:47][CH2:46][C@@H:42]1[C:43]([NH2:45])=[O:44]. (5) Given the product [CH:8](=[N:7]/[N:1]1[CH2:6][CH2:5][CH2:4][CH2:3][CH2:2]1)\[CH3:9], predict the reactants needed to synthesize it. The reactants are: [N:1]1([NH2:7])[CH2:6][CH2:5][CH2:4][CH2:3][CH2:2]1.[CH:8](=O)[CH3:9]. (6) The reactants are: [O:1]=[C:2]1[NH:7][C:6]2[CH:8]=[C:9]([C:12]([C:14]3[CH:22]=[CH:21][CH:20]=[CH:19][C:15]=3[C:16](O)=[O:17])=[O:13])[CH:10]=[CH:11][C:5]=2[O:4][CH2:3]1.CN1CCOCC1.C1CN([P+](O[N:47]2N=[N:54][C:49]3[CH:50]=[CH:51][CH:52]=[CH:53][C:48]2=3)(N2CCCC2)N2CCCC2)CC1.F[P-](F)(F)(F)(F)F.C1(N)C=CC=CC=1N. Given the product [NH2:54][C:49]1[CH:50]=[CH:51][CH:52]=[CH:53][C:48]=1[N:47]1[C:16](=[O:17])[C:15]2[C:14](=[CH:22][CH:21]=[CH:20][CH:19]=2)[C:12]1([C:9]1[CH:10]=[CH:11][C:5]2[O:4][CH2:3][C:2](=[O:1])[NH:7][C:6]=2[CH:8]=1)[OH:13], predict the reactants needed to synthesize it. (7) The reactants are: [C:1]1([C:22]2[CH:27]=[CH:26][CH:25]=[CH:24][CH:23]=2)[CH:6]=[CH:5][C:4]([CH2:7][C@H:8]2[N:12](C(=O)C(C)(C)C)[C:11](=[O:19])[C:10]([CH3:21])([CH3:20])[CH2:9]2)=[CH:3][CH:2]=1.[OH-].[Li+].OO.S(=O)(O)[O-].[Na+]. Given the product [C:1]1([C:22]2[CH:23]=[CH:24][CH:25]=[CH:26][CH:27]=2)[CH:2]=[CH:3][C:4]([CH2:7][C@H:8]2[NH:12][C:11](=[O:19])[C:10]([CH3:21])([CH3:20])[CH2:9]2)=[CH:5][CH:6]=1, predict the reactants needed to synthesize it.